From a dataset of Full USPTO retrosynthesis dataset with 1.9M reactions from patents (1976-2016). Predict the reactants needed to synthesize the given product. (1) Given the product [CH3:27][O:17][C:16](=[O:18])[CH2:15][C:14]1[C:9]([NH:8][CH2:7][CH:1]2[CH2:2][CH2:3][CH2:4][CH2:5][CH2:6]2)=[N:10][CH:11]=[C:12]([NH:19][C:20](=[O:25])[C:21]([CH3:22])([CH3:24])[CH3:23])[CH:13]=1, predict the reactants needed to synthesize it. The reactants are: [CH:1]1([CH2:7][NH:8][C:9]2[C:14]([CH2:15][C:16]([OH:18])=[O:17])=[CH:13][C:12]([NH:19][C:20](=[O:25])[C:21]([CH3:24])([CH3:23])[CH3:22])=[CH:11][N:10]=2)[CH2:6][CH2:5][CH2:4][CH2:3][CH2:2]1.Cl.[CH3:27]O. (2) Given the product [N:14]1[CH:13]=[CH:12][N:11]2[C:10]=1[C:8]1[CH:9]=[CH:4][CH:5]=[CH:6][C:7]=1[O:26][CH2:27][CH2:28]2, predict the reactants needed to synthesize it. The reactants are: [H-].[Na+].Br[C:4]1[CH:5]=[CH:6][C:7](F)=[C:8]([C:10]2[NH:11][CH:12]=[CH:13][N:14]=2)[CH:9]=1.CN(C)C=O.C([Si](C)(C)[O:26][CH2:27][CH:28]1CO1)(C)(C)C.